Predict the reaction yield, written as a fraction of the theoretical maximum amount of product (1.0 means a 100% yield; for example, 0.34 means a 34% yield). From a dataset of Reaction yield outcomes from USPTO patents with 853,638 reactions. (1) The reactants are [Cl-].O[NH3+:3].[C:4](=[O:7])([O-])[OH:5].[Na+].CS(C)=O.[OH:13][C:14]([CH3:52])([CH3:51])[CH2:15][O:16][C:17]1[CH:22]=[CH:21][C:20]([N:23]2[C:28](=[O:29])[C:27]([CH2:30][C:31]3[CH:36]=[CH:35][C:34]([C:37]4[C:38]([C:43]#[N:44])=[CH:39][CH:40]=[CH:41][CH:42]=4)=[CH:33][CH:32]=3)=[C:26]([CH2:45][CH2:46][CH3:47])[N:25]3[N:48]=[CH:49][CH:50]=[C:24]23)=[CH:19][CH:18]=1. The catalyst is C(OCC)(=O)C. The product is [OH:13][C:14]([CH3:51])([CH3:52])[CH2:15][O:16][C:17]1[CH:18]=[CH:19][C:20]([N:23]2[C:28](=[O:29])[C:27]([CH2:30][C:31]3[CH:36]=[CH:35][C:34]([C:37]4[CH:42]=[CH:41][CH:40]=[CH:39][C:38]=4[C:43]4[NH:3][C:4](=[O:7])[O:5][N:44]=4)=[CH:33][CH:32]=3)=[C:26]([CH2:45][CH2:46][CH3:47])[N:25]3[N:48]=[CH:49][CH:50]=[C:24]23)=[CH:21][CH:22]=1. The yield is 0.680. (2) The reactants are [I:1][C:2]1[C:3]2[CH2:9][CH2:8][CH2:7][C:4]=2[NH:5][N:6]=1.[CH3:10]C([O-])(C)C.[K+].CI. The catalyst is C1COCC1. The product is [I:1][C:2]1[C:3]2[CH2:9][CH2:8][CH2:7][C:4]=2[N:5]([CH3:10])[N:6]=1. The yield is 0.550.